From a dataset of HIV replication inhibition screening data with 41,000+ compounds from the AIDS Antiviral Screen. Binary Classification. Given a drug SMILES string, predict its activity (active/inactive) in a high-throughput screening assay against a specified biological target. (1) The compound is Brc1c2c(c(Br)c3nsnc13)N=S=N2. The result is 0 (inactive). (2) The compound is CC1(C)CCc2cc3c(cc2O1)OCCC3=O. The result is 0 (inactive). (3) The molecule is Cc1cccc(C)c1NC(=O)C(=O)CC(=O)CO. The result is 0 (inactive). (4) The drug is COC(=O)C1=C(SC)SC2(C(=O)OC)C3C=C(C)C4C(N13)C42C(=O)OC. The result is 0 (inactive). (5) The drug is COC1N(C2C=CC(CO)O2)C(=O)NC(=O)C1(C)Cl. The result is 1 (active). (6) The compound is O=C1C=C(Nc2ccc(Br)cc2)c2ccccc2C1=O. The result is 0 (inactive). (7) The compound is Cc1cc2c(=O)cc(-c3ccc(Cl)c(Cl)c3)oc2c(C(=O)O)c1C. The result is 0 (inactive).